This data is from Peptide-MHC class II binding affinity with 134,281 pairs from IEDB. The task is: Regression. Given a peptide amino acid sequence and an MHC pseudo amino acid sequence, predict their binding affinity value. This is MHC class II binding data. (1) The peptide sequence is AGQISVQPTFSVQRN. The MHC is DRB1_0901 with pseudo-sequence DRB1_0901. The binding affinity (normalized) is 0.410. (2) The binding affinity (normalized) is 0.554. The peptide sequence is ENGSMRVFVDVIRALD. The MHC is DRB3_0101 with pseudo-sequence DRB3_0101. (3) The binding affinity (normalized) is 0.614. The peptide sequence is GPTHLFQPSWVLDMAK. The MHC is H-2-IAb with pseudo-sequence H-2-IAb. (4) The peptide sequence is DEFFECFKYLLIQGH. The MHC is DRB1_1101 with pseudo-sequence DRB1_1101. The binding affinity (normalized) is 0.529. (5) The peptide sequence is DLDDEQEILNYMSPH. The MHC is DRB1_0801 with pseudo-sequence DRB1_0801. The binding affinity (normalized) is 0. (6) The peptide sequence is GTKTEAEDVIPEGWK. The MHC is DRB1_1201 with pseudo-sequence DRB1_1201. The binding affinity (normalized) is 0.109. (7) The peptide sequence is AAATAGTTVYVAFAA. The MHC is HLA-DQA10401-DQB10402 with pseudo-sequence HLA-DQA10401-DQB10402. The binding affinity (normalized) is 0.316. (8) The peptide sequence is TVSTFIDLNITMLED. The MHC is DRB1_1501 with pseudo-sequence DRB1_1501. The binding affinity (normalized) is 0.820.